This data is from Full USPTO retrosynthesis dataset with 1.9M reactions from patents (1976-2016). The task is: Predict the reactants needed to synthesize the given product. (1) Given the product [Cl:42][C:43]1[CH:44]=[CH:45][C:46]([N+:51]([O-:53])=[O:52])=[C:47]([CH:50]=1)[CH:48]=[C:5]1[C:6]2[CH:11]=[CH:10][CH:9]=[CH:8][C:7]=2[C:3](=[O:2])[O:4]1, predict the reactants needed to synthesize it. The reactants are: [Br-].[O:2]=[C:3]1[C:7]2[CH:8]=[CH:9][CH:10]=[CH:11][C:6]=2[CH:5]([P+](C2C=CC=CC=2)(C2C=CC=CC=2)C2C=CC=CC=2)[O:4]1.O1CCCC1.CC(C)([O-])C.[K+].[Cl:42][C:43]1[CH:44]=[CH:45][C:46]([N+:51]([O-:53])=[O:52])=[C:47]([CH:50]=1)[CH:48]=O. (2) Given the product [N:19]([C:12]1[C:11]2[CH2:10][CH2:9][N:8]([CH2:1][C:2]3[CH:7]=[CH:6][CH:5]=[CH:4][CH:3]=3)[CH2:17][C:16]=2[N:15]=[CH:14][CH:13]=1)=[N+:20]=[N-:21], predict the reactants needed to synthesize it. The reactants are: [CH2:1]([N:8]1[CH2:17][C:16]2[N:15]=[CH:14][CH:13]=[C:12](Cl)[C:11]=2[CH2:10][CH2:9]1)[C:2]1[CH:7]=[CH:6][CH:5]=[CH:4][CH:3]=1.[N-:19]=[N+:20]=[N-:21].[Na+].C(Cl)Cl. (3) Given the product [CH3:22][O:23][C:24]1[C:29]2[N:30]=[C:31]([NH:33][C:34]([N:36]3[CH2:41][CH2:40][O:39][CH2:38][CH2:37]3)=[O:35])[S:32][C:28]=2[C:27]([C:15]2[CH:19]=[CH:18][S:17][CH:16]=2)=[CH:26][CH:25]=1, predict the reactants needed to synthesize it. The reactants are: BrC1C=CC(OC)=C([N+]([O-])=O)C=1.C[Sn](C)(C)[C:15]1[CH:19]=[CH:18][S:17][CH:16]=1.[CH3:22][O:23][C:24]1[C:29]2[N:30]=[C:31]([NH:33][C:34]([N:36]3[CH2:41][CH2:40][O:39][CH2:38][CH2:37]3)=[O:35])[S:32][C:28]=2[C:27](C2C=CC=CC=2)=[CH:26][CH:25]=1. (4) Given the product [CH2:1]([O:3][C:4](=[O:28])[NH:5][C:6]1[CH:11]=[CH:10][CH:9]=[C:8]([CH:12]([C:14]2[C:19](=[O:20])[CH:18]=[CH:17][N:16]([C:21]3[CH:26]=[CH:25][C:24]([Cl:27])=[CH:23][CH:22]=3)[N:15]=2)[F:35])[CH:7]=1)[CH3:2], predict the reactants needed to synthesize it. The reactants are: [CH2:1]([O:3][C:4](=[O:28])[NH:5][C:6]1[CH:11]=[CH:10][CH:9]=[C:8]([CH:12]([C:14]2[C:19](=[O:20])[CH:18]=[CH:17][N:16]([C:21]3[CH:26]=[CH:25][C:24]([Cl:27])=[CH:23][CH:22]=3)[N:15]=2)O)[CH:7]=1)[CH3:2].CCN(S(F)(F)[F:35])CC.C([O-])(O)=O.[Na+]. (5) The reactants are: [Cl:1][C:2]1[CH:3]=[N:4][C:5]2[N:6]([N:8]=[C:9]([CH:11]=O)[N:10]=2)[CH:7]=1.C(C1NC(C=O)=C(C)N=1)C.[CH:23]1([C:28]2([CH2:36][CH2:37][C:38]3[CH:43]=[CH:42][C:41]([C:44]4([C:49]#[N:50])[CH2:48][CH2:47][CH2:46][CH2:45]4)=[C:40]([F:51])[CH:39]=3)[CH2:33][C:32](=[O:34])[CH2:31][C:30](=[O:35])[O:29]2)[CH2:27][CH2:26][CH2:25][CH2:24]1.C1(C2(CCC3C=CC(C(C)(C)C#N)=C(F)C=3)CC(O)=CC(=O)O2)CCCC1. Given the product [Cl:1][C:2]1[CH:3]=[N:4][C:5]2[N:6]([N:8]=[C:9]([CH2:11][C:31]3[C:30](=[O:35])[O:29][C:28]([CH2:36][CH2:37][C:38]4[CH:43]=[CH:42][C:41]([C:44]5([C:49]#[N:50])[CH2:45][CH2:46][CH2:47][CH2:48]5)=[C:40]([F:51])[CH:39]=4)([CH:23]4[CH2:27][CH2:26][CH2:25][CH2:24]4)[CH2:33][C:32]=3[OH:34])[N:10]=2)[CH:7]=1, predict the reactants needed to synthesize it. (6) Given the product [NH3:6].[CH2:1]([C:5]1[N:6]=[C:7]([C:10]2[CH:15]=[CH:14][CH:13]=[CH:12][C:11]=2[NH:16][C:17](=[O:18])[O:19][CH2:20][CH:21]2[CH2:22][CH2:23][NH:24][CH2:25][CH2:26]2)[S:8][CH:9]=1)[CH:2]([CH3:4])[CH3:3], predict the reactants needed to synthesize it. The reactants are: [CH2:1]([C:5]1[N:6]=[C:7]([C:10]2[CH:15]=[CH:14][CH:13]=[CH:12][C:11]=2[NH:16][C:17]([O:19][CH2:20][CH:21]2[CH2:26][CH2:25][N:24](C(OC(C)(C)C)=O)[CH2:23][CH2:22]2)=[O:18])[S:8][CH:9]=1)[CH:2]([CH3:4])[CH3:3].Cl.CO.C(=O)(O)[O-].[Na+]. (7) Given the product [C:30]([C:14]1[C:15]2[C:20](=[CH:19][CH:18]=[C:17]([O:23][C:24]3[CH:25]=[CH:26][CH:27]=[CH:28][CH:29]=3)[CH:16]=2)[C:21]([OH:22])=[C:12]([C:10]([NH:9][CH2:8][CH:7]([C:32]2[CH:37]=[CH:36][CH:35]=[CH:34][CH:33]=2)[C:6]([OH:38])=[O:5])=[O:11])[N:13]=1)#[N:31], predict the reactants needed to synthesize it. The reactants are: C([O:5][C:6](=[O:38])[CH:7]([C:32]1[CH:37]=[CH:36][CH:35]=[CH:34][CH:33]=1)[CH2:8][NH:9][C:10]([C:12]1[N:13]=[C:14]([C:30]#[N:31])[C:15]2[C:20]([C:21]=1[OH:22])=[CH:19][CH:18]=[C:17]([O:23][C:24]1[CH:29]=[CH:28][CH:27]=[CH:26][CH:25]=1)[CH:16]=2)=[O:11])(C)(C)C.C(O)(C(F)(F)F)=O.O. (8) Given the product [OH2:26].[OH2:39].[ClH:36].[ClH:36].[S:9]1[C:4]2[CH:3]=[CH:2][CH:1]=[CH:6][C:5]=2[C:7]([N:10]2[CH2:11][CH2:12][N:13]([CH2:16][C@@H:17]3[CH2:18][CH2:19][CH2:20][CH2:21][C@H:22]3[CH2:23][N:24]3[C:25](=[O:26])[C@H:27]4[C@H:33]([C@H:31]5[CH2:32][C@@H:28]4[CH2:29][CH2:30]5)[C:34]3=[O:35])[CH2:14][CH2:15]2)=[N:8]1, predict the reactants needed to synthesize it. The reactants are: [CH:1]1[CH:2]=[CH:3][C:4]2[S:9][N:8]=[C:7]([N:10]3[CH2:15][CH2:14][N:13]([CH2:16][C@H:17]4[C@H:22]([CH2:23][N:24]5[C:34](=[O:35])[C@H:33]6[C@H:27]([C@H:28]7[CH2:32][C@@H:31]6[CH2:30][CH2:29]7)[C:25]5=[O:26])[CH2:21][CH2:20][CH2:19][CH2:18]4)[CH2:12][CH2:11]3)[C:5]=2[CH:6]=1.[ClH:36].C([O:39]C(=O)C)C. (9) Given the product [Br:26][C:27]1[C:32]([F:33])=[CH:31][C:30]([N:34]2[C:43]3[C:38](=[CH:39][C:40]([S:44]([N:8]([C:9]4[CH:13]=[CH:12][O:11][N:10]=4)[CH2:7][C:6]4[CH:5]=[CH:4][C:3]([O:2][CH3:1])=[CH:15][CH:14]=4)(=[O:45])=[O:46])=[CH:41][CH:42]=3)[CH:37]=[CH:36][C:35]2=[O:59])=[C:29]([OH:60])[CH:28]=1, predict the reactants needed to synthesize it. The reactants are: [CH3:1][O:2][C:3]1[CH:15]=[CH:14][C:6]([CH2:7][NH:8][C:9]2[CH:13]=[CH:12][O:11][N:10]=2)=[CH:5][CH:4]=1.[Li+].C[Si]([N-][Si](C)(C)C)(C)C.[Br:26][C:27]1[C:32]([F:33])=[CH:31][C:30]([N:34]2[C:43]3[C:38](=[CH:39][C:40]([S:44](OC4C(F)=C(F)C(F)=C(F)C=4F)(=[O:46])=[O:45])=[CH:41][CH:42]=3)[CH:37]=[CH:36][C:35]2=[O:59])=[C:29]([OH:60])[CH:28]=1.[Cl-].[NH4+].